From a dataset of Catalyst prediction with 721,799 reactions and 888 catalyst types from USPTO. Predict which catalyst facilitates the given reaction. (1) Reactant: [CH3:1][N:2]1[C:10]2[C:5](=[CH:6][CH:7]=[CH:8][CH:9]=2)[C:4]([CH2:11][C:12]([NH2:14])=[O:13])=[CH:3]1.C([O:17][C:18](=O)[C:19]([C:21]1[C:25]2[CH:26]=[CH:27][CH:28]=[CH:29][C:24]=2[O:23][CH:22]=1)=O)C.C(O[K])(C)(C)C. Product: [O:23]1[C:24]2[CH:29]=[CH:28][CH:27]=[CH:26][C:25]=2[C:21]([C:19]2[C:18](=[O:17])[NH:14][C:12](=[O:13])[C:11]=2[C:4]2[C:5]3[C:10](=[CH:9][CH:8]=[CH:7][CH:6]=3)[N:2]([CH3:1])[CH:3]=2)=[CH:22]1. The catalyst class is: 1. (2) Reactant: [CH3:1][O:2][C:3](=[O:17])[C:4]1[CH:9]=[CH:8][CH:7]=[C:6]([C:10]2[S:11][C:12]([CH2:15][OH:16])=[N:13][N:14]=2)[CH:5]=1.[O:18]1[CH:23]=[CH:22][CH2:21][CH2:20][CH2:19]1.O.C1(C)C=CC(S(O)(=O)=O)=CC=1. Product: [CH3:1][O:2][C:3](=[O:17])[C:4]1[CH:9]=[CH:8][CH:7]=[C:6]([C:10]2[S:11][C:12]([CH2:15][O:16][CH:19]3[CH2:20][CH2:21][CH2:22][CH2:23][O:18]3)=[N:13][N:14]=2)[CH:5]=1. The catalyst class is: 25. (3) Reactant: [F:1][C:2]1[CH:7]=[C:6]([OH:8])[CH:5]=[C:4]([F:9])[C:3]=1[C:10]1[N:15]=[C:14]([C:16]([O:18][CH3:19])=[O:17])[CH:13]=[CH:12][C:11]=1[F:20].C(=O)([O-])[O-].[K+].[K+].Br[CH2:28][CH2:29][O:30][Si:31]([C:34]([CH3:37])([CH3:36])[CH3:35])([CH3:33])[CH3:32]. Product: [Si:31]([O:30][CH2:29][CH2:28][O:8][C:6]1[CH:5]=[C:4]([F:9])[C:3]([C:10]2[N:15]=[C:14]([C:16]([O:18][CH3:19])=[O:17])[CH:13]=[CH:12][C:11]=2[F:20])=[C:2]([F:1])[CH:7]=1)([C:34]([CH3:37])([CH3:36])[CH3:35])([CH3:33])[CH3:32]. The catalyst class is: 18. (4) Reactant: [F:1][C:2]1[CH:15]=[CH:14][CH:13]=[C:12]([F:16])[C:3]=1[C:4]([NH:6][C:7]1[CH:8]=[N:9][NH:10][CH:11]=1)=[O:5].FC1C=CC=C(F)C=1C(NC1C=NN(CC2C=CC=CC=2COC2C=CC=CC=2)C=1)=O.C(=O)([O-])[O-].[K+].[K+].Br[CH2:55][C:56]1[CH:61]=[CH:60][C:59]([Cl:62])=[CH:58][C:57]=1[O:63][CH2:64][C:65]1[CH:70]=[CH:69][CH:68]=[CH:67][CH:66]=1. Product: [Cl:62][C:59]1[CH:60]=[CH:61][C:56]([CH2:55][N:10]2[CH:11]=[C:7]([NH:6][C:4](=[O:5])[C:3]3[C:2]([F:1])=[CH:15][CH:14]=[CH:13][C:12]=3[F:16])[CH:8]=[N:9]2)=[C:57]([O:63][CH2:64][C:65]2[CH:66]=[CH:67][CH:68]=[CH:69][CH:70]=2)[CH:58]=1. The catalyst class is: 3. (5) Reactant: [Cl:1][C:2]1[C:10]2[N:9]=[C:8]3[N:11]([C:15]4[CH:20]=[CH:19][C:18]([Cl:21])=[CH:17][C:16]=4[Cl:22])[CH2:12][CH2:13][CH2:14][N:7]3[C:6]=2[C:5]([N+:23]([O-])=O)=[CH:4][CH:3]=1. Product: [Cl:1][C:2]1[CH:3]=[CH:4][C:5]([NH2:23])=[C:6]2[C:10]=1[N:9]=[C:8]1[N:11]([C:15]3[CH:20]=[CH:19][C:18]([Cl:21])=[CH:17][C:16]=3[Cl:22])[CH2:12][CH2:13][CH2:14][N:7]21. The catalyst class is: 331.